From a dataset of Forward reaction prediction with 1.9M reactions from USPTO patents (1976-2016). Predict the product of the given reaction. (1) Given the reactants [O:1]=[C:2]1[C:10]2([C:22]3[C:13](=[CH:14][C:15]4[O:20][CH2:19][CH2:18][O:17][C:16]=4[CH:21]=3)[O:12][CH2:11]2)[C:9]2[C:4](=[CH:5][CH:6]=[CH:7][CH:8]=2)[N:3]1[CH2:23][C:24]1[CH:32]=[CH:31][C:27]([C:28](O)=[O:29])=[CH:26][CH:25]=1.C(Cl)(=O)C(Cl)=O.O[NH:40][C:41](=[NH:43])[CH3:42], predict the reaction product. The product is: [CH3:42][C:41]1[N:43]=[C:28]([C:27]2[CH:31]=[CH:32][C:24]([CH2:23][N:3]3[C:4]4[C:9](=[CH:8][CH:7]=[CH:6][CH:5]=4)[C:10]4([C:22]5[C:13](=[CH:14][C:15]6[O:20][CH2:19][CH2:18][O:17][C:16]=6[CH:21]=5)[O:12][CH2:11]4)[C:2]3=[O:1])=[CH:25][CH:26]=2)[O:29][N:40]=1. (2) Given the reactants C([O:3][C:4]([C:6]1[C:7]([CH3:22])=[N:8][C:9]2[C:14]([C:15]=1[NH2:16])=[C:13]([O:17][CH2:18][CH:19]([CH3:21])[CH3:20])[CH:12]=[CH:11][CH:10]=2)=[O:5])C.[OH-].[Na+], predict the reaction product. The product is: [NH2:16][C:15]1[C:14]2[C:9](=[CH:10][CH:11]=[CH:12][C:13]=2[O:17][CH2:18][CH:19]([CH3:21])[CH3:20])[N:8]=[C:7]([CH3:22])[C:6]=1[C:4]([OH:5])=[O:3].